This data is from Catalyst prediction with 721,799 reactions and 888 catalyst types from USPTO. The task is: Predict which catalyst facilitates the given reaction. (1) Reactant: [Cl:1][C:2]1[CH:3]=[C:4]([CH:25]=[CH:26][CH:27]=1)[C:5]([NH:7][C:8]1[C:9]([N:15]2[CH2:20][CH2:19][CH:18]([CH2:21][CH2:22][CH2:23]O)[CH2:17][CH2:16]2)=[N:10][CH:11]=[C:12]([Cl:14])[CH:13]=1)=[O:6].C1(P(C2C=CC=CC=2)C2C=CC=CC=2)C=CC=CC=1.C(Br)(Br)(Br)[Br:48]. Product: [Br:48][CH2:23][CH2:22][CH2:21][CH:18]1[CH2:19][CH2:20][N:15]([C:9]2[C:8]([NH:7][C:5](=[O:6])[C:4]3[CH:25]=[CH:26][CH:27]=[C:2]([Cl:1])[CH:3]=3)=[CH:13][C:12]([Cl:14])=[CH:11][N:10]=2)[CH2:16][CH2:17]1. The catalyst class is: 2. (2) Reactant: [SH:1][C:2]1[S:3][C:4]2[CH:10]=[C:9]([C:11]#[N:12])[CH:8]=[CH:7][C:5]=2[N:6]=1.[Cl:13][C:14]1[CH:19]=[C:18]([N+:20]([O-:22])=[O:21])[CH:17]=[CH:16][C:15]=1F.[H-].[Na+]. Product: [Cl:13][C:14]1[CH:19]=[C:18]([N+:20]([O-:22])=[O:21])[CH:17]=[CH:16][C:15]=1[S:1][C:2]1[S:3][C:4]2[CH:10]=[C:9]([C:11]#[N:12])[CH:8]=[CH:7][C:5]=2[N:6]=1. The catalyst class is: 3. (3) Reactant: [C:1]([O:5][C@@H:6]([C:12]1[C:13]([CH3:34])=[N:14][C:15]([CH3:33])=[C:16]([C:26]2[CH:31]=[CH:30][C:29]([OH:32])=[CH:28][CH:27]=2)[C:17]=1[N:18]1[CH2:23][CH2:22][C:21]([CH3:25])([CH3:24])[CH2:20][CH2:19]1)[C:7]([O:9]CC)=[O:8])([CH3:4])([CH3:3])[CH3:2].[CH3:35][C:36]1[S:37][CH:38]=[C:39]([CH2:41][CH2:42]O)[N:40]=1.C1C=CC(P(C2C=CC=CC=2)C2C=CC=CC=2)=CC=1.CCOC(/N=N/C(OCC)=O)=O.[OH-].[Na+]. Product: [C:1]([O:5][C@@H:6]([C:12]1[C:13]([CH3:34])=[N:14][C:15]([CH3:33])=[C:16]([C:26]2[CH:31]=[CH:30][C:29]([O:32][CH2:42][CH2:41][C:39]3[N:40]=[C:36]([CH3:35])[S:37][CH:38]=3)=[CH:28][CH:27]=2)[C:17]=1[N:18]1[CH2:23][CH2:22][C:21]([CH3:25])([CH3:24])[CH2:20][CH2:19]1)[C:7]([OH:9])=[O:8])([CH3:3])([CH3:2])[CH3:4]. The catalyst class is: 36. (4) Reactant: C([O:5][C:6](=[O:46])[CH2:7][O:8][C:9]1[CH:14]=[CH:13][C:12]([S:15][C:16]2[CH:21]=[CH:20][C:19]([CH2:22][N:23]3[CH2:28][CH2:27][CH:26]([N:29]4[CH:33]([CH2:34][CH2:35][CH2:36][CH3:37])[CH2:32][N:31]([CH:38]5[CH2:43][CH2:42][O:41][CH2:40][CH2:39]5)[C:30]4=[O:44])[CH2:25][CH2:24]3)=[C:18]([CH3:45])[N:17]=2)=[CH:11][CH:10]=1)(C)(C)C.C(O)(C(F)(F)F)=O. Product: [CH2:34]([CH:33]1[N:29]([CH:26]2[CH2:27][CH2:28][N:23]([CH2:22][C:19]3[CH:20]=[CH:21][C:16]([S:15][C:12]4[CH:11]=[CH:10][C:9]([O:8][CH2:7][C:6]([OH:46])=[O:5])=[CH:14][CH:13]=4)=[N:17][C:18]=3[CH3:45])[CH2:24][CH2:25]2)[C:30](=[O:44])[N:31]([CH:38]2[CH2:43][CH2:42][O:41][CH2:40][CH2:39]2)[CH2:32]1)[CH2:35][CH2:36][CH3:37]. The catalyst class is: 2. (5) Reactant: [C:1]1([N:7]2[CH2:11][CH2:10][CH:9]([C:12]([OH:14])=[O:13])[C:8]2=[O:15])[CH:6]=[CH:5][CH:4]=[CH:3][CH:2]=1.[Li+].[CH3:17]C([N-]C(C)C)C.IC.O. Product: [CH3:17][C:9]1([C:12]([OH:14])=[O:13])[CH2:10][CH2:11][N:7]([C:1]2[CH:2]=[CH:3][CH:4]=[CH:5][CH:6]=2)[C:8]1=[O:15]. The catalyst class is: 54. (6) Reactant: [CH:1]1([C:6]2([CH2:26][CH2:27][CH2:28][CH2:29][CH:30]3[CH2:35][CH2:34][N:33](C(OC(C)(C)C)=O)[CH2:32][CH2:31]3)[CH2:11][C:10]([OH:12])=[C:9]([CH2:13][C:14]3[N:24]=[C:17]4[N:18]=[C:19]([CH3:23])[CH:20]=[C:21]([CH3:22])[N:16]4[N:15]=3)[C:8](=[O:25])[O:7]2)[CH2:5][CH2:4][CH2:3][CH2:2]1.Cl. Product: [CH:1]1([C:6]2([CH2:26][CH2:27][CH2:28][CH2:29][CH:30]3[CH2:31][CH2:32][NH:33][CH2:34][CH2:35]3)[O:7][C:8](=[O:25])[C:9]([CH2:13][C:14]3[N:24]=[C:17]4[N:18]=[C:19]([CH3:23])[CH:20]=[C:21]([CH3:22])[N:16]4[N:15]=3)=[C:10]([OH:12])[CH2:11]2)[CH2:5][CH2:4][CH2:3][CH2:2]1. The catalyst class is: 12. (7) Reactant: C[O:2][C:3]([C:5]1[C:10]([F:11])=[CH:9][C:8]([O:12][C:13]2[C:18]3[CH2:19][C:20]([CH3:23])([CH3:22])[O:21][C:17]=3[CH:16]=[C:15]([C:24](=[O:32])[NH:25][C:26]3[CH:30]=[CH:29][N:28]([CH3:31])[N:27]=3)[CH:14]=2)=[CH:7][N:6]=1)=[O:4].[OH-].[Na+]. Product: [CH3:22][C:20]1([CH3:23])[CH2:19][C:18]2[C:13]([O:12][C:8]3[CH:9]=[C:10]([F:11])[C:5]([C:3]([OH:4])=[O:2])=[N:6][CH:7]=3)=[CH:14][C:15]([C:24](=[O:32])[NH:25][C:26]3[CH:30]=[CH:29][N:28]([CH3:31])[N:27]=3)=[CH:16][C:17]=2[O:21]1. The catalyst class is: 1. (8) Reactant: Cl[C:2]1[CH:7]=[CH:6][C:5]([Cl:8])=[CH:4][C:3]=1[N+:9]([O-:11])=[O:10].[NH:12]1[CH2:17][CH2:16][CH:15]([CH2:18][CH2:19][N:20]2[CH2:25][CH2:24][CH2:23][CH2:22][CH2:21]2)[CH2:14][CH2:13]1. Product: [Cl:8][C:5]1[CH:6]=[CH:7][C:2]([N:12]2[CH2:13][CH2:14][CH:15]([CH2:18][CH2:19][N:20]3[CH2:25][CH2:24][CH2:23][CH2:22][CH2:21]3)[CH2:16][CH2:17]2)=[C:3]([N+:9]([O-:11])=[O:10])[CH:4]=1. The catalyst class is: 10. (9) Reactant: [CH2:1]([N:3](CC)CC)C.CN.F[P-](F)(F)(F)(F)F.N1(O[P+](N(C)C)(N(C)C)N(C)C)C2C=CC=CC=2N=N1.[Cl:37][C:38]1[CH:46]=[CH:45][C:41]([C:42]([OH:44])=O)=[C:40]([NH:47][C:48]2[CH:53]=[CH:52][CH:51]=[CH:50][CH:49]=2)[N:39]=1. Product: [Cl:37][C:38]1[CH:46]=[CH:45][C:41]([C:42]([NH:3][CH3:1])=[O:44])=[C:40]([NH:47][C:48]2[CH:53]=[CH:52][CH:51]=[CH:50][CH:49]=2)[N:39]=1. The catalyst class is: 1.